This data is from Catalyst prediction with 721,799 reactions and 888 catalyst types from USPTO. The task is: Predict which catalyst facilitates the given reaction. (1) Reactant: [F:1][C:2]1([F:27])[CH2:4][CH:3]1[CH2:5][N:6]1[C:10]2[CH:11]=[CH:12][C:13]([C:15]3[N:20]=[C:19]([CH2:21]O)[CH:18]=[CH:17][C:16]=3[CH3:23])=[CH:14][C:9]=2[N:8]([CH3:24])[S:7]1(=[O:26])=[O:25].C(N(CC)CC)C.S(Cl)(C)(=O)=O.[CH3:40][S:41]([N:44]1[CH2:49][CH2:48][NH:47][CH2:46][CH2:45]1)(=[O:43])=[O:42].CCN(C(C)C)C(C)C. Product: [F:1][C:2]1([F:27])[CH2:4][CH:3]1[CH2:5][N:6]1[C:10]2[CH:11]=[CH:12][C:13]([C:15]3[C:16]([CH3:23])=[CH:17][CH:18]=[C:19]([CH2:21][N:47]4[CH2:48][CH2:49][N:44]([S:41]([CH3:40])(=[O:43])=[O:42])[CH2:45][CH2:46]4)[N:20]=3)=[CH:14][C:9]=2[N:8]([CH3:24])[S:7]1(=[O:26])=[O:25]. The catalyst class is: 37. (2) The catalyst class is: 498. Reactant: Br[C:2]1[C:12]([O:13][C:14]([F:17])([F:16])[F:15])=[CH:11][C:5]([C:6]([O:8][CH2:9][CH3:10])=[O:7])=[C:4]([N+:18]([O-:20])=[O:19])[CH:3]=1.[C:21]([O:25][C:26]([NH:28][C@@H:29]1[CH2:33][CH2:32][N:31]([CH2:34][B-](F)(F)F)[CH2:30]1)=[O:27])([CH3:24])([CH3:23])[CH3:22].[K+].C(=O)([O-])[O-].[K+].[K+].C(OCC)(=O)C. Product: [CH3:24][C:21]([O:25][C:26]([NH:28][C@@H:29]1[CH2:33][CH2:32][N:31]([CH2:34][C:2]2[C:12]([O:13][C:14]([F:17])([F:16])[F:15])=[CH:11][C:5]([C:6]([O:8][CH2:9][CH3:10])=[O:7])=[C:4]([N+:18]([O-:20])=[O:19])[CH:3]=2)[CH2:30]1)=[O:27])([CH3:22])[CH3:23]. (3) Reactant: [C:1]([O:5][C:6]([N:8]1[CH2:15][CH2:14][C:11]2([O:13][CH2:12]2)[CH2:10][CH2:9]1)=[O:7])([CH3:4])([CH3:3])[CH3:2].B(F)(F)[F:17].CCOCC. Product: [C:1]([O:5][C:6]([N:8]1[CH2:15][CH2:14][C:11]([F:17])([CH2:12][OH:13])[CH2:10][CH2:9]1)=[O:7])([CH3:4])([CH3:3])[CH3:2]. The catalyst class is: 74. (4) Reactant: [C:1]([O:5][C:6]([N:8](C(OC(C)(C)C)=O)[C:9]1[C:17]([C:18]([O-:20])=[O:19])=[C:12]2[N:13]=[CH:14][CH:15]=[CH:16][N:11]2[N:10]=1)=[O:7])([CH3:4])([CH3:3])[CH3:2].[OH-].[Li+].C(O)(=O)CC(CC(O)=O)(C(O)=O)O. Product: [C:1]([O:5][C:6]([NH:8][C:9]1[C:17]([C:18]([OH:20])=[O:19])=[C:12]2[N:13]=[CH:14][CH:15]=[CH:16][N:11]2[N:10]=1)=[O:7])([CH3:4])([CH3:2])[CH3:3]. The catalyst class is: 8. (5) Reactant: Br[C:2]1[CH:3]=[C:4]([CH:8]2[C:17]([CH3:19])([CH3:18])[CH2:16][C:15]3[C:10](=[CH:11][CH:12]=[C:13]([C:20]([OH:22])=[O:21])[CH:14]=3)[NH:9]2)[CH:5]=[CH:6][CH:7]=1.[CH2:23]([C@H:30]1[CH2:34][O:33][C:32](=[O:35])[NH:31]1)[C:24]1[CH:29]=[CH:28][CH:27]=[CH:26][CH:25]=1.Cl.CN(C)CC(O)=O.C(=O)([O-])[O-].[K+].[K+]. Product: [CH2:23]([C@H:30]1[CH2:34][O:33][C:32](=[O:35])[N:31]1[C:2]1[CH:3]=[C:4]([CH:8]2[C:17]([CH3:19])([CH3:18])[CH2:16][C:15]3[C:10](=[CH:11][CH:12]=[C:13]([C:20]([OH:22])=[O:21])[CH:14]=3)[NH:9]2)[CH:5]=[CH:6][CH:7]=1)[C:24]1[CH:25]=[CH:26][CH:27]=[CH:28][CH:29]=1. The catalyst class is: 156. (6) Reactant: [CH3:1][O:2][C:3](=[O:13])[C:4]1[CH:12]=[CH:11][CH:10]=[C:6]([C:7]([OH:9])=O)[CH:5]=1.C1C=CC2N(O)N=NC=2C=1.CCN=C=NCCCN(C)C.[CH3:35][NH:36][CH2:37][C:38]1[CH:43]=[CH:42][C:41]([C:44]([N:46]2[CH2:52][C:51]3([CH3:54])[CH2:53][CH:47]2[CH2:48][C:49]([CH3:56])([CH3:55])[CH2:50]3)=[O:45])=[CH:40][CH:39]=1.CCN(C(C)C)C(C)C. Product: [CH3:1][O:2][C:3](=[O:13])[C:4]1[CH:12]=[CH:11][CH:10]=[C:6]([C:7]([N:36]([CH3:35])[CH2:37][C:38]2[CH:39]=[CH:40][C:41]([C:44]([N:46]3[CH2:52][C:51]4([CH3:54])[CH2:53][CH:47]3[CH2:48][C:49]([CH3:56])([CH3:55])[CH2:50]4)=[O:45])=[CH:42][CH:43]=2)=[O:9])[CH:5]=1. The catalyst class is: 1.